Predict the product of the given reaction. From a dataset of Forward reaction prediction with 1.9M reactions from USPTO patents (1976-2016). (1) Given the reactants F[C:2]1[CH:23]=[CH:22][C:5]([C:6]([N:8]2[CH2:13][CH2:12][CH:11]([C:14]3[CH:21]=[CH:20][C:17]([C:18]#[N:19])=[CH:16][CH:15]=3)[CH2:10][CH2:9]2)=[O:7])=[CH:4][C:3]=1[C:24]1[NH:28][C:27]([CH3:29])=[N:26][CH:25]=1.CC1NC(C2C=C(C=CC=2F)C([N:42]2[CH2:47][CH2:46][CH:45](C3C=CC(C#N)=CC=3)CC2)=O)=C(C)N=1, predict the reaction product. The product is: [N:42]1([C:2]2[CH:23]=[CH:22][C:5]([C:6]([N:8]3[CH2:13][CH2:12][CH:11]([C:14]4[CH:21]=[CH:20][C:17]([C:18]#[N:19])=[CH:16][CH:15]=4)[CH2:10][CH2:9]3)=[O:7])=[CH:4][C:3]=2[C:24]2[NH:28][C:27]([CH3:29])=[N:26][CH:25]=2)[CH2:45][CH2:46][CH2:47]1. (2) Given the reactants Cl[C:2]1[CH:9]=[CH:8][C:5]([C:6]#[N:7])=[CH:4][N:3]=1.[C:10]([O:14][C:15]([N:17]1[CH2:22][CH2:21][NH:20][CH2:19][CH2:18]1)=[O:16])([CH3:13])([CH3:12])[CH3:11].C(=O)([O-])[O-].[K+].[K+].CN(C)C(=O)C, predict the reaction product. The product is: [C:10]([O:14][C:15]([N:17]1[CH2:22][CH2:21][N:20]([C:2]2[CH:9]=[CH:8][C:5]([C:6]#[N:7])=[CH:4][N:3]=2)[CH2:19][CH2:18]1)=[O:16])([CH3:13])([CH3:11])[CH3:12]. (3) Given the reactants [F:1][CH:2]([C:7]1[CH:12]=[CH:11][CH:10]=[CH:9][C:8]=1[C:13]1[CH:18]=[CH:17][CH:16]=[CH:15][C:14]=1[F:19])[C:3]([O:5]C)=[O:4].O.[OH-].[Li+].Cl, predict the reaction product. The product is: [F:1][CH:2]([C:7]1[CH:12]=[CH:11][CH:10]=[CH:9][C:8]=1[C:13]1[CH:18]=[CH:17][CH:16]=[CH:15][C:14]=1[F:19])[C:3]([OH:5])=[O:4]. (4) Given the reactants ClCC=[CH:4][C:5]1[CH:10]=[CH:9][CH:8]=[CH:7][CH:6]=1.[CH3:11][NH2:12], predict the reaction product. The product is: [CH3:11][NH:12][CH2:4][C:5]1[CH:10]=[CH:9][CH:8]=[CH:7][CH:6]=1.